Task: Predict the reaction yield, written as a fraction of the theoretical maximum amount of product (1.0 means a 100% yield; for example, 0.34 means a 34% yield).. Dataset: Reaction yield outcomes from USPTO patents with 853,638 reactions (1) The reactants are [CH3:1][O:2][CH2:3][CH2:4][CH2:5]O.C1(P(C2C=CC=CC=2)C2C=CC=CC=2)C=CC=CC=1.N(C(OC(C)C)=O)=NC(OC(C)C)=O.[Br:40][C:41]1[CH:42]=[C:43]([N:48]2[C:52](=[O:53])[O:51][N:50]=[C:49]2[C:54]2[C:55]([NH:59]C(=O)C(F)(F)F)=[N:56][O:57][N:58]=2)[CH:44]=[CH:45][C:46]=1[F:47]. The catalyst is O1CCCC1. The product is [Br:40][C:41]1[CH:42]=[C:43]([N:48]2[C:52](=[O:53])[O:51][N:50]=[C:49]2[C:54]2[C:55]([NH:59][CH2:5][CH2:4][CH2:3][O:2][CH3:1])=[N:56][O:57][N:58]=2)[CH:44]=[CH:45][C:46]=1[F:47]. The yield is 0.540. (2) The product is [F:1][C:2]1[CH:7]=[C:6]([I:8])[CH:5]=[CH:4][C:3]=1[N:9]1[CH:22]=[C:17]([O:18][CH3:19])[C:16](=[O:20])[C:11]([C:12]([O:14][CH3:15])=[O:13])=[N:10]1. The reactants are [F:1][C:2]1[CH:7]=[C:6]([I:8])[CH:5]=[CH:4][C:3]=1[NH:9][N:10]=[C:11]([C:16](=[O:20])[CH2:17][O:18][CH3:19])[C:12]([O:14][CH3:15])=[O:13].O.[CH3:22]OC(OC)N(C)C. No catalyst specified. The yield is 0.590.